From a dataset of Reaction yield outcomes from USPTO patents with 853,638 reactions. Predict the reaction yield, written as a fraction of the theoretical maximum amount of product (1.0 means a 100% yield; for example, 0.34 means a 34% yield). (1) The reactants are Br[C:2]1[CH:3]=[CH:4][C:5]2[S:9][C:8]([CH2:10][O:11][C:12]3[C:13]([F:22])=[C:14]([C:18]([F:21])=[CH:19][CH:20]=3)[C:15]([NH2:17])=[O:16])=[N:7][C:6]=2[CH:23]=1.O.[CH3:25][O:26][C:27]1[CH:28]=[C:29](B(O)O)[CH:30]=[CH:31][CH:32]=1.[O-]P([O-])([O-])=O.[K+].[K+].[K+]. The catalyst is CN(C=O)C.[Pd+2].C1(P(C2C=CC=CC=2)C2C=CC=CC=2)C=CC=CC=1. The product is [F:22][C:13]1[C:12]([O:11][CH2:10][C:8]2[S:9][C:5]3[CH:4]=[CH:3][C:2]([C:31]4[CH:30]=[CH:29][CH:28]=[C:27]([O:26][CH3:25])[CH:32]=4)=[CH:23][C:6]=3[N:7]=2)=[CH:20][CH:19]=[C:18]([F:21])[C:14]=1[C:15]([NH2:17])=[O:16]. The yield is 0.430. (2) The reactants are Br[C:2]1[C:12]([N+:13]([O-:15])=[O:14])=[CH:11][CH:10]=[CH:9][C:3]=1[C:4]([O:6][CH2:7]C)=[O:5].[C:16]([O:20][C:21]([N:23]1[CH2:28][CH2:27][NH:26][CH2:25][CH2:24]1)=[O:22])([CH3:19])([CH3:18])[CH3:17].C([O-])([O-])=O.[Na+].[Na+]. The catalyst is C(O)CCC. The product is [C:16]([O:20][C:21]([N:23]1[CH2:28][CH2:27][N:26]([C:2]2[C:12]([N+:13]([O-:15])=[O:14])=[CH:11][CH:10]=[CH:9][C:3]=2[C:4]([O:6][CH3:7])=[O:5])[CH2:25][CH2:24]1)=[O:22])([CH3:19])([CH3:17])[CH3:18]. The yield is 0.720. (3) The reactants are C(O)=O.C([N:8]1[C:12]([NH:13][C:14](=[O:31])[C:15]2[CH:20]=[CH:19][C:18]([N:21]3[CH2:26][CH2:25][N:24]([S:27]([CH3:30])(=[O:29])=[O:28])[CH2:23][CH2:22]3)=[CH:17][CH:16]=2)=[CH:11][C:10]([CH2:32][CH2:33][C:34]2[CH:39]=[CH:38][CH:37]=[C:36]([O:40][CH3:41])[CH:35]=2)=[N:9]1)(C)(C)C. No catalyst specified. The product is [CH3:41][O:40][C:36]1[CH:35]=[C:34]([CH2:33][CH2:32][C:10]2[NH:9][N:8]=[C:12]([NH:13][C:14](=[O:31])[C:15]3[CH:16]=[CH:17][C:18]([N:21]4[CH2:26][CH2:25][N:24]([S:27]([CH3:30])(=[O:28])=[O:29])[CH2:23][CH2:22]4)=[CH:19][CH:20]=3)[CH:11]=2)[CH:39]=[CH:38][CH:37]=1. The yield is 0.188. (4) The reactants are [CH3:1][N:2]([CH3:23])[C:3](=[O:22])[C:4]1[CH:9]=[CH:8][C:7](/[CH:10]=[N:11]/[C:12]2[CH:20]=[CH:19][CH:18]=[C:17]3[C:13]=2[CH2:14][O:15][C:16]3=[O:21])=[CH:6][CH:5]=1.[F:24][C:25]1[CH:32]=[CH:31][C:28]([CH:29]=O)=[CH:27][CH:26]=1.[Na].[C:34](OCC)(=[O:37])CC.[CH2:41](O)C. No catalyst specified. The product is [CH3:1][N:2]([CH3:23])[C:3]([C:4]1[CH:9]=[CH:8][C:7]([CH:10]2[CH:29]([C:28]3[CH:31]=[CH:32][C:25]([F:24])=[CH:26][CH:27]=3)[C:34](=[O:37])[C:13]3[C:17]([C:16]([O:15][CH2:14][CH3:41])=[O:21])=[CH:18][CH:19]=[CH:20][C:12]=3[NH:11]2)=[CH:6][CH:5]=1)=[O:22]. The yield is 0.220. (5) The reactants are [CH3:1][O:2][C:3]([C:5]1([NH:29][C:30]2[CH:35]=[CH:34][CH:33]=[C:32]([N+:36]([O-])=O)[CH:31]=2)[CH2:10][CH2:9][N:8]([CH2:11][CH:12]([C:23]2[CH:28]=[CH:27][CH:26]=[CH:25][CH:24]=2)[C:13]([O:15][CH2:16][C:17]2[CH:22]=[CH:21][CH:20]=[CH:19][CH:18]=2)=[O:14])[CH2:7][CH2:6]1)=[O:4].[Cl-].[Ca+2].[Cl-].C(N(CC)CC)C.[C:49](O[C:49]([O:51][C:52]([CH3:55])([CH3:54])[CH3:53])=[O:50])([O:51][C:52]([CH3:55])([CH3:54])[CH3:53])=[O:50]. The catalyst is C(O)C.O.O1CCCC1.[Zn]. The product is [C:52]([O:51][C:49]([NH:36][C:32]1[CH:31]=[C:30]([NH:29][C:5]2([C:3]([O:2][CH3:1])=[O:4])[CH2:10][CH2:9][N:8]([CH2:11][CH:12]([C:23]3[CH:28]=[CH:27][CH:26]=[CH:25][CH:24]=3)[C:13]([O:15][CH2:16][C:17]3[CH:22]=[CH:21][CH:20]=[CH:19][CH:18]=3)=[O:14])[CH2:7][CH2:6]2)[CH:35]=[CH:34][CH:33]=1)=[O:50])([CH3:55])([CH3:54])[CH3:53]. The yield is 0.640.